This data is from Peptide-MHC class I binding affinity with 185,985 pairs from IEDB/IMGT. The task is: Regression. Given a peptide amino acid sequence and an MHC pseudo amino acid sequence, predict their binding affinity value. This is MHC class I binding data. (1) The binding affinity (normalized) is 0.213. The MHC is HLA-B08:01 with pseudo-sequence HLA-B08:01. The peptide sequence is SLIIPNVTL. (2) The peptide sequence is LYQKTGESS. The MHC is HLA-A26:01 with pseudo-sequence HLA-A26:01. The binding affinity (normalized) is 0. (3) The peptide sequence is DYAMHGTVF. The MHC is HLA-B07:02 with pseudo-sequence HLA-B07:02. The binding affinity (normalized) is 0.162. (4) The peptide sequence is QTPTKLMNK. The MHC is HLA-A33:01 with pseudo-sequence HLA-A33:01. The binding affinity (normalized) is 0.